Predict the product of the given reaction. From a dataset of Forward reaction prediction with 1.9M reactions from USPTO patents (1976-2016). (1) Given the reactants [CH3:1][O:2][C:3]1[CH:4]=[C:5]([OH:13])[CH:6]=[C:7]([O:11][CH3:12])[C:8]=1[O:9][CH3:10].[CH3:14][O:15][C:16]1[CH:21]=[CH:20][C:19]([S:22](F)(=[O:24])=[O:23])=[CH:18][C:17]=1N, predict the reaction product. The product is: [CH3:14][O:15][C:16]1[CH:17]=[CH:18][C:19]([S:22]([O:13][C:5]2[CH:6]=[C:7]([O:11][CH3:12])[C:8]([O:9][CH3:10])=[C:3]([O:2][CH3:1])[CH:4]=2)(=[O:24])=[O:23])=[CH:20][CH:21]=1. (2) Given the reactants [F:1][C:2]1[CH:7]=[CH:6][C:5]([C:8]([C:20]2[CH:25]=[CH:24][C:23]([F:26])=[CH:22][CH:21]=2)(O)[C:9]2[S:13][C:12]([C:14]([O:16][CH2:17][CH3:18])=[O:15])=[CH:11][CH:10]=2)=[CH:4][CH:3]=1.B(F)(F)F.O(CC)CC.C([SiH](CC)CC)C, predict the reaction product. The product is: [F:26][C:23]1[CH:22]=[CH:21][C:20]([CH:8]([C:5]2[CH:4]=[CH:3][C:2]([F:1])=[CH:7][CH:6]=2)[C:9]2[S:13][C:12]([C:14]([O:16][CH2:17][CH3:18])=[O:15])=[CH:11][CH:10]=2)=[CH:25][CH:24]=1. (3) Given the reactants N#N.[NH2:3][CH2:4][CH2:5][CH:6]=[CH2:7].[C:8](O[C:8]([O:10][C:11]([CH3:14])([CH3:13])[CH3:12])=[O:9])([O:10][C:11]([CH3:14])([CH3:13])[CH3:12])=[O:9].CCN(C(C)C)C(C)C, predict the reaction product. The product is: [C:11]([O:10][C:8]([NH:3][CH2:4][CH2:5][CH:6]=[CH2:7])=[O:9])([CH3:14])([CH3:13])[CH3:12]. (4) Given the reactants [C:1]([NH:5][C:6]1[C:7](/[CH:26]=[N:27]/O)=[N:8][C:9]2[C:14]([N:15]=1)=[C:13]([C:16]1[NH:24][C:23]3[CH2:22][CH2:21][NH:20][C:19](=[O:25])[C:18]=3[CH:17]=1)[CH:12]=[CH:11][CH:10]=2)([CH3:4])([CH3:3])[CH3:2].CCCP1(OP(CCC)(=O)OP(CCC)(=O)O1)=O, predict the reaction product. The product is: [C:1]([NH:5][C:6]1[C:7]([C:26]#[N:27])=[N:8][C:9]2[C:14]([N:15]=1)=[C:13]([C:16]1[NH:24][C:23]3[CH2:22][CH2:21][NH:20][C:19](=[O:25])[C:18]=3[CH:17]=1)[CH:12]=[CH:11][CH:10]=2)([CH3:4])([CH3:2])[CH3:3].